This data is from Catalyst prediction with 721,799 reactions and 888 catalyst types from USPTO. The task is: Predict which catalyst facilitates the given reaction. (1) Reactant: [Br:1][C:2]1[C:7]([F:8])=[CH:6][C:5]([OH:9])=[CH:4][C:3]=1[F:10].O[CH2:12][C@@H:13]([NH:15][C:16](=[O:22])[O:17][C:18]([CH3:21])([CH3:20])[CH3:19])[CH3:14].C1(P(C2C=CC=CC=2)C2C=CC=CC=2)C=CC=CC=1.N(C(OC(C)C)=O)=NC(OC(C)C)=O. Product: [Br:1][C:2]1[C:7]([F:8])=[CH:6][C:5]([O:9][CH2:14][C@@H:13]([NH:15][C:16](=[O:22])[O:17][C:18]([CH3:19])([CH3:21])[CH3:20])[CH3:12])=[CH:4][C:3]=1[F:10]. The catalyst class is: 1. (2) Reactant: [Cl:1][C:2]1[CH:3]=[C:4]([CH:8]=[CH:9][C:10]=1[OH:11])[C:5]([OH:7])=O.[N:12]1C=CC=CC=1.[C:18](O[C:18]([O:20][C:21]([CH3:24])([CH3:23])[CH3:22])=[O:19])([O:20][C:21]([CH3:24])([CH3:23])[CH3:22])=[O:19].C(=O)(O)[O-].[NH4+]. Product: [C:18](=[O:19])([O:20][C:21]([CH3:24])([CH3:23])[CH3:22])[O:11][C:10]1[CH:9]=[CH:8][C:4]([C:5]([NH2:12])=[O:7])=[CH:3][C:2]=1[Cl:1]. The catalyst class is: 10. (3) Reactant: [H-].[Na+].[CH3:3][O:4][C:5]([CH2:7]P(OC)(OC)=O)=[O:6].[OH:14][C:15]1[CH:20]=[C:19]([CH:21]([CH3:26])[CH2:22][CH2:23][CH:24]=O)[O:18][C:17](=[O:27])[C:16]=1[C:28](=[O:31])[CH2:29][CH3:30]. Product: [OH:14][C:15]1[CH:20]=[C:19]([CH:21]([CH3:26])[CH2:22][CH2:23]/[CH:24]=[CH:7]/[C:5]([O:4][CH3:3])=[O:6])[O:18][C:17](=[O:27])[C:16]=1[C:28](=[O:31])[CH2:29][CH3:30]. The catalyst class is: 1. (4) Reactant: [CH2:1]([O:3][C:4]1[CH:9]=[CH:8][CH:7]=[CH:6][C:5]=1[C:10]1[N:15]([CH2:16][C:17]2[CH:22]=[CH:21][C:20]([O:23][C:24]([F:27])([F:26])[F:25])=[CH:19][CH:18]=2)[C:14](=[O:28])[CH2:13][CH2:12][CH:11]=1)[CH3:2]. Product: [CH2:1]([O:3][C:4]1[CH:9]=[CH:8][CH:7]=[CH:6][C:5]=1[CH:10]1[N:15]([CH2:16][C:17]2[CH:18]=[CH:19][C:20]([O:23][C:24]([F:25])([F:26])[F:27])=[CH:21][CH:22]=2)[C:14](=[O:28])[CH2:13][CH2:12][CH2:11]1)[CH3:2]. The catalyst class is: 867. (5) Reactant: [Br:1][C:2]1[CH:11]=[CH:10][C:5]2[NH:6][CH2:7][CH2:8][O:9][C:4]=2[CH:3]=1.[C:12](N1C=CN=C1)([N:14]1C=CN=C1)=[S:13].N. Product: [Br:1][C:2]1[CH:11]=[CH:10][C:5]2[N:6]([C:12](=[S:13])[NH2:14])[CH2:7][CH2:8][O:9][C:4]=2[CH:3]=1. The catalyst class is: 1. (6) Reactant: [CH2:1]([S:3][C:4]1[CH:5]=[C:6]2[C:11](=[C:12]3[CH2:16][C:15]([CH3:18])([CH3:17])[O:14][C:13]=13)[C:10]([C:19]1[CH:20]=[C:21]([CH:28]=[CH:29][CH:30]=1)[C:22]([O:24]C(C)C)=[O:23])=[N:9][C:8]([CH3:32])([CH3:31])[CH2:7]2)[CH3:2].[OH-].[Na+].Cl. Product: [CH2:1]([S:3][C:4]1[CH:5]=[C:6]2[C:11](=[C:12]3[CH2:16][C:15]([CH3:18])([CH3:17])[O:14][C:13]=13)[C:10]([C:19]1[CH:20]=[C:21]([CH:28]=[CH:29][CH:30]=1)[C:22]([OH:24])=[O:23])=[N:9][C:8]([CH3:31])([CH3:32])[CH2:7]2)[CH3:2]. The catalyst class is: 5. (7) Reactant: [C:1]1(B(O)O)[CH:6]=[CH:5][CH:4]=[CH:3][CH:2]=1.[CH3:10][C:11]1[CH:16]=[CH:15][C:14]([OH:17])=[CH:13][C:12]=1[N+:18]([O-:20])=[O:19].CCN(CC)CC. Product: [O:17]([C:14]1[CH:15]=[CH:16][C:11]([CH3:10])=[C:12]([N+:18]([O-:20])=[O:19])[CH:13]=1)[C:1]1[CH:6]=[CH:5][CH:4]=[CH:3][CH:2]=1. The catalyst class is: 2.